From a dataset of Peptide-MHC class I binding affinity with 185,985 pairs from IEDB/IMGT. Regression. Given a peptide amino acid sequence and an MHC pseudo amino acid sequence, predict their binding affinity value. This is MHC class I binding data. (1) The peptide sequence is AVFDGCVVY. The MHC is HLA-B15:09 with pseudo-sequence HLA-B15:09. The binding affinity (normalized) is 0.0847. (2) The binding affinity (normalized) is 0.213. The MHC is HLA-B39:01 with pseudo-sequence HLA-B39:01. The peptide sequence is TYLQSLASL. (3) The MHC is HLA-A68:01 with pseudo-sequence HLA-A68:01. The peptide sequence is VVFGILIKR. The binding affinity (normalized) is 0.872.